From a dataset of Forward reaction prediction with 1.9M reactions from USPTO patents (1976-2016). Predict the product of the given reaction. (1) The product is: [F:1][C:2]1[CH:3]=[C:4]([CH:5]=[CH:6][C:7]=1[C:8]1[S:9][C:10]2[C:15]([N:16]=1)=[CH:14][CH:13]=[C:12]([C:17]1([C:20]3[CH:21]=[CH:22][CH:23]=[CH:24][CH:25]=3)[CH2:18][CH2:19]1)[N:11]=2)[CH2:26][C@@H:27]1[CH2:30][C@H:29]([C:31]([OH:33])=[O:32])[CH2:28]1. Given the reactants [F:1][C:2]1[CH:3]=[C:4]([CH2:26][CH:27]2[CH2:30][C:29](C(O)=O)([C:31]([OH:33])=[O:32])[CH2:28]2)[CH:5]=[CH:6][C:7]=1[C:8]1[S:9][C:10]2[C:15]([N:16]=1)=[CH:14][CH:13]=[C:12]([C:17]1([C:20]3[CH:25]=[CH:24][CH:23]=[CH:22][CH:21]=3)[CH2:19][CH2:18]1)[N:11]=2.CS(C)=O, predict the reaction product. (2) Given the reactants OC1C=C(CN/C=C2\C(=O)NC(=O)C3C\2=CC(I)=CC=3)C=CC=1NC(=O)C1C=CC=CC=1.[NH2:33][C:34]1[CH:55]=[CH:54][C:37]([CH2:38][NH:39]/[CH:40]=[C:41]2\[C:42](=[O:53])[NH:43][C:44](=[O:52])[C:45]3[C:50]\2=[CH:49][C:48]([Br:51])=[CH:47][CH:46]=3)=[CH:36][C:35]=1[O:56][Si](C(C)C)(C(C)C)C(C)C.[Cl:67][CH:68]([Cl:72])[C:69](Cl)=[O:70], predict the reaction product. The product is: [Br:51][C:48]1[CH:49]=[C:50]2[C:45](=[CH:46][CH:47]=1)[C:44](=[O:52])[NH:43][C:42](=[O:53])/[C:41]/2=[CH:40]\[NH:39][CH2:38][C:37]1[CH:54]=[CH:55][C:34]([NH:33][C:69](=[O:70])[CH:68]([Cl:72])[Cl:67])=[C:35]([OH:56])[CH:36]=1. (3) Given the reactants C([O:3][C:4]([C:6]1[CH:7]=[C:8]2[C:13](=[CH:14][CH:15]=1)[NH:12][CH:11]([C:16]1[CH:21]=[C:20]([N:22]3[CH2:26][CH2:25][CH2:24][C:23]3=[O:27])[CH:19]=[C:18]([F:28])[CH:17]=1)[C:10]([CH3:30])([CH3:29])[CH2:9]2)=[O:5])C.O.[OH-].[Li+].O.Cl, predict the reaction product. The product is: [F:28][C:18]1[CH:17]=[C:16]([CH:11]2[C:10]([CH3:30])([CH3:29])[CH2:9][C:8]3[C:13](=[CH:14][CH:15]=[C:6]([C:4]([OH:5])=[O:3])[CH:7]=3)[NH:12]2)[CH:21]=[C:20]([N:22]2[CH2:26][CH2:25][CH2:24][C:23]2=[O:27])[CH:19]=1. (4) Given the reactants [CH3:1][C:2]1[S:3][C:4]([C:7]2[N:12]=[C:11]([C:13]3[CH:14]=[N:15][N:16](COCC[Si](C)(C)C)[CH:17]=3)[N:10]3[CH:26]=[CH:27][N:28]=[C:9]3[CH:8]=2)=[CH:5][N:6]=1.C(O)(C(F)(F)F)=O, predict the reaction product. The product is: [NH:15]1[CH:14]=[C:13]([C:11]2[N:10]3[CH:26]=[CH:27][N:28]=[C:9]3[CH:8]=[C:7]([C:4]3[S:3][C:2]([CH3:1])=[N:6][CH:5]=3)[N:12]=2)[CH:17]=[N:16]1. (5) Given the reactants [Cl:1][C:2]1[C:3]([NH:16][S:17]([C:20]2[CH:25]=[CH:24][C:23]([F:26])=[CH:22][CH:21]=2)(=[O:19])=[O:18])=[C:4]([C:12]([O:14]C)=[O:13])[C:5]2[C:10]([CH:11]=1)=[CH:9][CH:8]=[CH:7][CH:6]=2.[Li+].[OH-].Cl.C(OCC)(=O)C, predict the reaction product. The product is: [Cl:1][C:2]1[C:3]([NH:16][S:17]([C:20]2[CH:25]=[CH:24][C:23]([F:26])=[CH:22][CH:21]=2)(=[O:19])=[O:18])=[C:4]([C:12]([OH:14])=[O:13])[C:5]2[C:10]([CH:11]=1)=[CH:9][CH:8]=[CH:7][CH:6]=2. (6) Given the reactants Br[C:2]1[N:6]([CH3:7])[CH:5]=[C:4]([C:8]([O:10][CH3:11])=[O:9])[CH:3]=1.[CH3:12][N:13]1[C:17](B2OC(C)(C)C(C)(C)O2)=[CH:16][CH:15]=[N:14]1.C(=O)([O-])[O-].[K+].[K+], predict the reaction product. The product is: [CH3:7][N:6]1[C:2]([C:17]2[N:13]([CH3:12])[N:14]=[CH:15][CH:16]=2)=[CH:3][C:4]([C:8]([O:10][CH3:11])=[O:9])=[CH:5]1. (7) Given the reactants [F:1][C:2]1[CH:7]=[C:6]([F:8])[CH:5]=[CH:4][C:3]=1[OH:9].C(=O)([O-])[O-].[Cs+].[Cs+].[CH2:16]([O:18][C:19](=[O:37])[CH:20](Br)[C:21]1[CH:26]=[CH:25][C:24]([S:27]([N:30]2[CH2:35][CH2:34][CH2:33][CH2:32][CH2:31]2)(=[O:29])=[O:28])=[CH:23][CH:22]=1)[CH3:17], predict the reaction product. The product is: [CH2:16]([O:18][C:19](=[O:37])[CH:20]([O:9][C:3]1[CH:4]=[CH:5][C:6]([F:8])=[CH:7][C:2]=1[F:1])[C:21]1[CH:22]=[CH:23][C:24]([S:27]([N:30]2[CH2:31][CH2:32][CH2:33][CH2:34][CH2:35]2)(=[O:28])=[O:29])=[CH:25][CH:26]=1)[CH3:17].